This data is from Full USPTO retrosynthesis dataset with 1.9M reactions from patents (1976-2016). The task is: Predict the reactants needed to synthesize the given product. (1) Given the product [F:1][C:2]1[CH:3]=[CH:4][C:5]([N:8]2[C:16]3[C:11](=[CH:12][C:13]([O:17][C@H:18]([C:22]4[CH:27]=[CH:26][CH:25]=[C:24]([O:28][CH3:29])[CH:23]=4)[C@@H:19]([NH:21][C:37]([C:33]4[CH:34]=[C:35]([CH3:36])[N:31]([CH3:30])[N:32]=4)=[O:38])[CH3:20])=[CH:14][CH:15]=3)[CH:10]=[N:9]2)=[CH:6][CH:7]=1, predict the reactants needed to synthesize it. The reactants are: [F:1][C:2]1[CH:7]=[CH:6][C:5]([N:8]2[C:16]3[C:11](=[CH:12][C:13]([O:17][C@H:18]([C:22]4[CH:27]=[CH:26][CH:25]=[C:24]([O:28][CH3:29])[CH:23]=4)[C@@H:19]([NH2:21])[CH3:20])=[CH:14][CH:15]=3)[CH:10]=[N:9]2)=[CH:4][CH:3]=1.[CH3:30][N:31]1[C:35]([CH3:36])=[CH:34][C:33]([C:37](O)=[O:38])=[N:32]1. (2) Given the product [CH3:30][S:27]([C:24]1[CH:25]=[CH:26][C:21]([CH2:20][C:19]2[C:3]3[C:4](=[O:18])[N:5]([C:12]4[CH:17]=[CH:16][CH:15]=[CH:14][CH:13]=4)[C:6]4[N:7]=[CH:8][CH:9]=[CH:10][C:11]=4[C:2]=3[NH:34][N:33]=2)=[CH:22][CH:23]=1)(=[O:29])=[O:28], predict the reactants needed to synthesize it. The reactants are: O[C:2]1[C:11]2[C:6](=[N:7][CH:8]=[CH:9][CH:10]=2)[N:5]([C:12]2[CH:17]=[CH:16][CH:15]=[CH:14][CH:13]=2)[C:4](=[O:18])[C:3]=1[C:19](=O)[CH2:20][C:21]1[CH:26]=[CH:25][C:24]([S:27]([CH3:30])(=[O:29])=[O:28])=[CH:23][CH:22]=1.O.[NH2:33][NH2:34]. (3) Given the product [CH3:1][CH2:2][C@H:3]1[O:18][C:16](=[O:17])[C@H:15]([CH3:19])[C@@H:14]([O:20][C@@H:21]2[O:26][C@@H:25]([CH3:27])[C@H:24]([OH:28])[C@@:23]([O:30][CH3:31])([CH3:29])[CH2:22]2)[C@H:13]([CH3:32])[C@@H:12]([O:33][C@@H:34]2[O:39][C@H:38]([CH3:40])[CH2:37][C@H:36]([N:41]([CH3:42])[CH3:43])[C@H:35]2[OH:44])[C@@:11]([OH:46])([CH3:45])[CH2:10][C@@H:9]([CH3:47])[C@H:7]([OH:8])[C@H:6]([CH3:48])[C@@H:5]([OH:49])[C@@:4]1([OH:51])[CH3:50], predict the reactants needed to synthesize it. The reactants are: [CH3:1][CH2:2][C@H:3]1[O:18][C:16](=[O:17])[C@H:15]([CH3:19])[C@@H:14]([O:20][C@@H:21]2[O:26][C@@H:25]([CH3:27])[C@H:24]([OH:28])[C@@:23]([O:30][CH3:31])([CH3:29])[CH2:22]2)[C@H:13]([CH3:32])[C@@H:12]([O:33][C@@H:34]2[O:39][C@H:38]([CH3:40])[CH2:37][C@H:36]([N:41]([CH3:43])[CH3:42])[C@H:35]2[OH:44])[C@@:11]([OH:46])([CH3:45])[CH2:10][C@@H:9]([CH3:47])[C:7](=[O:8])[C@H:6]([CH3:48])[C@@H:5]([OH:49])[C@@:4]1([OH:51])[CH3:50].[BH4-].[Na+]. (4) Given the product [F:32][C:2]([F:33])([F:1])[C:3]([NH:5][CH2:6][CH2:7][CH2:8][CH2:9][S:10][C@H:11]1[CH2:28][CH2:27][C@@:26]2([CH3:29])[CH:13](/[C:14](=[N:35]/[OH:36])/[CH2:15][C@@H:16]3[C@@H:25]2[CH2:24][CH2:23][C@@:21]2([CH3:22])[C@H:17]3[CH2:18][CH2:19][C:20]2=[O:30])[CH2:12]1)=[O:4], predict the reactants needed to synthesize it. The reactants are: [F:1][C:2]([F:33])([F:32])[C:3]([NH:5][CH2:6][CH2:7][CH2:8][CH2:9][S:10][C@H:11]1[CH2:28][CH2:27][C@@:26]2([CH3:29])[CH:13]([C:14](=O)[CH2:15][C@@H:16]3[C@@H:25]2[CH2:24][CH2:23][C@@:21]2([CH3:22])[C@H:17]3[CH2:18][CH2:19][C:20]2=[O:30])[CH2:12]1)=[O:4].Cl.[NH2:35][OH:36]. (5) Given the product [F:13][C:14]1[C:19]([C:20]2[C:21](=[O:33])[N:22]([C:27]([CH3:32])([CH3:31])[C:28]([NH:42][C:38]3[CH:37]=[C:36]([C:35]([F:43])([F:34])[F:44])[CH:41]=[CH:40][N:39]=3)=[O:30])[CH2:23][O:24][C:25]=2[CH3:26])=[CH:18][CH:17]=[CH:16][N:15]=1, predict the reactants needed to synthesize it. The reactants are: Cl.CN(C)CCCN=C=NCC.[F:13][C:14]1[C:19]([C:20]2[C:21](=[O:33])[N:22]([C:27]([CH3:32])([CH3:31])[C:28]([OH:30])=O)[CH2:23][O:24][C:25]=2[CH3:26])=[CH:18][CH:17]=[CH:16][N:15]=1.[F:34][C:35]([F:44])([F:43])[C:36]1[CH:41]=[CH:40][N:39]=[C:38]([NH2:42])[CH:37]=1.N1C2C(=NC=CC=2)N(O)N=1.